From a dataset of Peptide-MHC class II binding affinity with 134,281 pairs from IEDB. Regression. Given a peptide amino acid sequence and an MHC pseudo amino acid sequence, predict their binding affinity value. This is MHC class II binding data. (1) The peptide sequence is ISYGGGWRLSAQWQK. The MHC is DRB3_0101 with pseudo-sequence DRB3_0101. The binding affinity (normalized) is 0.296. (2) The peptide sequence is MSIYVYALPLKMLNI. The MHC is DRB1_1201 with pseudo-sequence DRB1_1201. The binding affinity (normalized) is 0.544. (3) The binding affinity (normalized) is 0.408. The peptide sequence is VRKDISEWQPSKGWN. The MHC is HLA-DQA10601-DQB10402 with pseudo-sequence HLA-DQA10601-DQB10402. (4) The peptide sequence is AQLSQLISLLPSTLQ. The MHC is HLA-DPA10201-DPB11401 with pseudo-sequence HLA-DPA10201-DPB11401. The binding affinity (normalized) is 0.455. (5) The peptide sequence is GRDIHYQEGVPSYEQV. The MHC is H-2-IAd with pseudo-sequence H-2-IAd. The binding affinity (normalized) is 0.408. (6) The peptide sequence is VRPIDDRFGLALSHL. The MHC is DRB4_0103 with pseudo-sequence DRB4_0103. The binding affinity (normalized) is 0.646. (7) The MHC is HLA-DPA10201-DPB10501 with pseudo-sequence HLA-DPA10201-DPB10501. The peptide sequence is HTSVEADVDAALEVL. The binding affinity (normalized) is 0.0541.